From a dataset of Catalyst prediction with 721,799 reactions and 888 catalyst types from USPTO. Predict which catalyst facilitates the given reaction. (1) Reactant: [C:1]([O:5][C:6](=[O:20])[N:7]([C:12]1[CH:17]=[CH:16][CH:15]=[C:14]([CH3:18])[C:13]=1Br)[CH2:8][CH:9]=[CH:10][Cl:11])([CH3:4])([CH3:3])[CH3:2].CC(N=NC(C#N)(C)C)(C#N)C.C([SnH](CCCC)CCCC)CCC. Product: [C:1]([O:5][C:6]([N:7]1[C:12]2[C:13](=[C:14]([CH3:18])[CH:15]=[CH:16][CH:17]=2)[CH:9]([CH2:10][Cl:11])[CH2:8]1)=[O:20])([CH3:4])([CH3:3])[CH3:2]. The catalyst class is: 48. (2) Reactant: C[Si]([N-][Si](C)(C)C)(C)C.[K+].[Cl:11][C:12]1[CH:21]=[C:20]2[C:15]([CH2:16][CH2:17][N:18]([C:23]3[CH:24]=[N:25][CH:26]=[CH:27][C:28]=3[CH3:29])[C:19]2=[O:22])=[CH:14][C:13]=1[OH:30].C1(N[S:38]([C:41]([F:44])([F:43])[F:42])(=[O:40])=[O:39])C=CC=CC=1.CO. The catalyst class is: 396. Product: [F:42][C:41]([F:44])([F:43])[S:38]([O:30][C:13]1[CH:14]=[C:15]2[C:20](=[CH:21][C:12]=1[Cl:11])[C:19](=[O:22])[N:18]([C:23]1[CH:24]=[N:25][CH:26]=[CH:27][C:28]=1[CH3:29])[CH2:17][CH2:16]2)(=[O:40])=[O:39].